From a dataset of Reaction yield outcomes from USPTO patents with 853,638 reactions. Predict the reaction yield, written as a fraction of the theoretical maximum amount of product (1.0 means a 100% yield; for example, 0.34 means a 34% yield). The reactants are [OH:1][C@@H:2]1[CH2:7][CH2:6][C@H:5]([NH:8][C:9](=[O:15])[O:10][C:11]([CH3:14])([CH3:13])[CH3:12])[CH2:4][CH2:3]1.CCN(C(C)C)C(C)C.[CH3:25][S:26](Cl)(=[O:28])=[O:27]. The catalyst is C(Cl)Cl. The product is [CH3:25][S:26]([O:1][C@H:2]1[CH2:7][CH2:6][C@@H:5]([NH:8][C:9]([O:10][C:11]([CH3:12])([CH3:14])[CH3:13])=[O:15])[CH2:4][CH2:3]1)(=[O:28])=[O:27]. The yield is 0.930.